From a dataset of Full USPTO retrosynthesis dataset with 1.9M reactions from patents (1976-2016). Predict the reactants needed to synthesize the given product. (1) Given the product [CH3:1][S:2]([C:5]1[CH:13]=[CH:12][C:8]([C:9]([OH:11])=[O:10])=[C:7]([CH2:14][S:15][CH3:16])[C:6]=1[NH:22][CH2:21][CH2:20][O:19][CH3:18])(=[O:4])=[O:3], predict the reactants needed to synthesize it. The reactants are: [CH3:1][S:2]([C:5]1[CH:13]=[CH:12][C:8]([C:9]([OH:11])=[O:10])=[C:7]([CH2:14][S:15][CH3:16])[C:6]=1F)(=[O:4])=[O:3].[CH3:18][O:19][CH2:20][CH2:21][NH2:22].Cl. (2) Given the product [CH2:22]([O:21][C:8]1[CH:7]=[C:6]([CH:11]=[CH:10][C:9]=1[CH2:12][C:13]1[CH:18]=[CH:17][C:16]([CH2:19][CH3:20])=[CH:15][CH:14]=1)[CH2:5][OH:4])[C:23]1[CH:24]=[CH:25][CH:26]=[CH:27][CH:28]=1, predict the reactants needed to synthesize it. The reactants are: C([O:4][CH2:5][C:6]1[CH:11]=[CH:10][C:9]([CH2:12][C:13]2[CH:18]=[CH:17][C:16]([CH2:19][CH3:20])=[CH:15][CH:14]=2)=[C:8]([O:21][CH2:22][C:23]2[CH:28]=[CH:27][CH:26]=[CH:25][CH:24]=2)[CH:7]=1)(=O)C.[OH-].[K+].O. (3) Given the product [C:1]([C:5]1[CH:6]=[C:7]([C:17]2[CH:18]=[C:19]3[C:24](=[CH:25][CH:26]=2)[CH:23]=[C:22]([CH:27]=[O:28])[CH:21]=[CH:20]3)[CH:8]=[CH:9][C:10]=1[O:11][CH3:12])([CH3:4])([CH3:3])[CH3:2], predict the reactants needed to synthesize it. The reactants are: [C:1]([C:5]1[CH:6]=[C:7](B(O)O)[CH:8]=[CH:9][C:10]=1[O:11][CH3:12])([CH3:4])([CH3:3])[CH3:2].Br[C:17]1[CH:18]=[C:19]2[C:24](=[CH:25][CH:26]=1)[CH:23]=[C:22]([CH:27]=[O:28])[CH:21]=[CH:20]2.C(=O)([O-])[O-].[Na+].[Na+]. (4) Given the product [O:4]1[CH2:3][C:45]([C:44]([O:48][CH2:38][CH:35]2[CH2:36][CH2:37][CH:32]([CH2:31][OH:30])[CH2:33][CH2:34]2)=[O:47])=[CH:46]1, predict the reactants needed to synthesize it. The reactants are: C(OC1C=CC(C(C2C=CC(OCC3OC3)=CC=2)(C)C)=CC=1)C1[O:4][CH2:3]1.C([O:30][CH2:31][CH:32]1[CH2:37][CH2:36][CH:35]([CH2:38]OCC2OC2)[CH2:34][CH2:33]1)C1OC1.[C:44]([OH:48])(=[O:47])[CH:45]=[CH2:46].C(O)(=O)C(C)=C.